This data is from Reaction yield outcomes from USPTO patents with 853,638 reactions. The task is: Predict the reaction yield, written as a fraction of the theoretical maximum amount of product (1.0 means a 100% yield; for example, 0.34 means a 34% yield). (1) The reactants are [CH:1]1([NH:4][C:5]([N:7]2[CH2:11][CH2:10][CH2:9][CH:8]2[C:12]2[CH:16]=[C:15]([C:17]3[CH:22]=[CH:21][CH:20]=[C:19]([Cl:23])[CH:18]=3)[O:14][N:13]=2)=[S:6])[CH2:3][CH2:2]1.[CH3:24]I. The catalyst is CO.C(=O)(O)[O-].[Na+]. The product is [CH3:24][S:6][C:5]([N:7]1[CH2:11][CH2:10][CH2:9][CH:8]1[C:12]1[CH:16]=[C:15]([C:17]2[CH:22]=[CH:21][CH:20]=[C:19]([Cl:23])[CH:18]=2)[O:14][N:13]=1)=[N:4][CH:1]1[CH2:3][CH2:2]1. The yield is 0.990. (2) The reactants are [Cl:1][C:2]1[CH:7]=[CH:6][C:5]([Mg]Br)=[CH:4][C:3]=1[F:10].[C:11]([O:15][C:16]([N:18]1[CH2:23][CH2:22][C:21](=[O:24])[CH2:20][CH2:19]1)=[O:17])([CH3:14])([CH3:13])[CH3:12].[Cl-].[NH4+]. No catalyst specified. The yield is 0.300. The product is [C:11]([O:15][C:16]([N:18]1[CH2:23][CH2:22][C:21]([C:5]2[CH:6]=[CH:7][C:2]([Cl:1])=[C:3]([F:10])[CH:4]=2)([OH:24])[CH2:20][CH2:19]1)=[O:17])([CH3:14])([CH3:12])[CH3:13]. (3) The reactants are [Br:1][C:2]1[CH:7]=[C:6]([C:8]([CH3:11])([CH3:10])[CH3:9])[CH:5]=[CH:4][C:3]=1[NH2:12].[N+:13]([O-])([O-:15])=[O:14].[K+]. The catalyst is OS(O)(=O)=O. The product is [Br:1][C:2]1[CH:7]=[C:6]([C:8]([CH3:9])([CH3:11])[CH3:10])[C:5]([N+:13]([O-:15])=[O:14])=[CH:4][C:3]=1[NH2:12]. The yield is 0.780. (4) The reactants are [C:1]([O:5][C:6]([N:8]1[CH2:16][C:15]2[C:10](=[CH:11][CH:12]=[C:13](Br)[CH:14]=2)[CH2:9]1)=[O:7])([CH3:4])([CH3:3])[CH3:2].C(=O)([O-])[O-].[K+].[K+].[B:24]1([B:24]2[O:28][C:27]([CH3:30])([CH3:29])[C:26]([CH3:32])([CH3:31])[O:25]2)[O:28][C:27]([CH3:30])([CH3:29])[C:26]([CH3:32])([CH3:31])[O:25]1. The catalyst is CN(C=O)C. The product is [C:1]([O:5][C:6]([N:8]1[CH2:16][C:15]2[C:10](=[CH:11][CH:12]=[C:13]([B:24]3[O:28][C:27]([CH3:30])([CH3:29])[C:26]([CH3:32])([CH3:31])[O:25]3)[CH:14]=2)[CH2:9]1)=[O:7])([CH3:4])([CH3:3])[CH3:2]. The yield is 0.630. (5) The reactants are [Br:1][C:2]1[CH:3]=[C:4]2[C:10]([I:11])=[CH:9][NH:8][C:5]2=[N:6][CH:7]=1.[H-].[Na+].[C:14]1([CH3:24])[CH:19]=[CH:18][C:17]([S:20](Cl)(=[O:22])=[O:21])=[CH:16][CH:15]=1.Cl. The catalyst is C1COCC1. The product is [Br:1][C:2]1[CH:3]=[C:4]2[C:10]([I:11])=[CH:9][N:8]([S:20]([C:17]3[CH:18]=[CH:19][C:14]([CH3:24])=[CH:15][CH:16]=3)(=[O:22])=[O:21])[C:5]2=[N:6][CH:7]=1. The yield is 0.810. (6) The reactants are [C:1](Cl)(=O)C.[CH3:5][O:6][C:7]1[C:12]2=[CH:13][CH:14]=[C:15]3[C:24]([N:23]=[C:22]4[C:17]([CH:18]=[CH:19][CH:20]=[C:21]4[C:25]([OH:27])=[O:26])=[N:16]3)=[C:11]2[CH:10]=[CH:9][CH:8]=1. The catalyst is CO. The product is [CH3:1][O:26][C:25]([C:21]1[C:22]2[C:17](=[N:16][C:15]3[C:24]([N:23]=2)=[C:11]2[CH:10]=[CH:9][CH:8]=[C:7]([O:6][CH3:5])[C:12]2=[CH:13][CH:14]=3)[CH:18]=[CH:19][CH:20]=1)=[O:27]. The yield is 1.00. (7) The yield is 0.150. The product is [CH3:24][CH:23]([CH3:25])[CH2:22][N:26]1[C:12]2[C:11]3[CH:10]=[CH:9][CH:8]=[CH:7][C:6]=3[N:5]=[CH:4][C:3]=2[N:2]=[CH:14]1. The reactants are Cl.[NH2:2][C:3]1[CH:4]=[N:5][C:6]2[C:11]([C:12]=1O)=[CH:10][CH:9]=[CH:8][CH:7]=2.[C:14](#N)C.P(Cl)(Cl)(Cl)=O.[CH2:22]([NH2:26])[CH:23]([CH3:25])[CH3:24]. The catalyst is O.ClCCl.CN(C=O)C.